From a dataset of Forward reaction prediction with 1.9M reactions from USPTO patents (1976-2016). Predict the product of the given reaction. (1) Given the reactants [N:1]1[CH:6]=[CH:5][CH:4]=[CH:3][C:2]=1[CH2:7][CH2:8][CH2:9][N:10]1[CH2:15][CH2:14][NH:13][CH2:12][CH2:11]1.Cl[C:17]([O:19][C:20]1[CH:25]=[CH:24][C:23]([O:26][C:27]2[CH:32]=[CH:31][C:30]([C:33]([F:36])([F:35])[F:34])=[CH:29][N:28]=2)=[CH:22][CH:21]=1)=[O:18], predict the reaction product. The product is: [F:35][C:33]([F:34])([F:36])[C:30]1[CH:31]=[CH:32][C:27]([O:26][C:23]2[CH:24]=[CH:25][C:20]([O:19][C:17]([N:13]3[CH2:14][CH2:15][N:10]([CH2:9][CH2:8][CH2:7][C:2]4[CH:3]=[CH:4][CH:5]=[CH:6][N:1]=4)[CH2:11][CH2:12]3)=[O:18])=[CH:21][CH:22]=2)=[N:28][CH:29]=1. (2) The product is: [Br:19][CH2:11][C:8]1[CH:9]=[CH:10][N:6]2[C:7]=1[C:2]([Cl:1])=[N:3][CH:4]=[N:5]2. Given the reactants [Cl:1][C:2]1[C:7]2=[C:8]([CH3:11])[CH:9]=[CH:10][N:6]2[N:5]=[CH:4][N:3]=1.C1C(=O)N([Br:19])C(=O)C1, predict the reaction product. (3) Given the reactants [F:1][C:2]([F:7])([F:6])[C:3]([OH:5])=[O:4].[NH2:8][C@H:9]1[CH2:15][O:14][C:13]2[CH:16]=[C:17](C)[CH:18]=[CH:19][C:12]=2[NH:11][C:10]1=[O:21].C(OC(N[C@@H](CO)C(O)=O)=O)(C)(C)C.FC1C=CC([C:43]([F:46])([F:45])[F:44])=CC=1[N+]([O-])=O, predict the reaction product. The product is: [F:1][C:2]([F:7])([F:6])[C:3]([OH:5])=[O:4].[NH2:8][C@H:9]1[CH2:15][O:14][C:13]2[CH:16]=[CH:17][C:18]([C:43]([F:46])([F:45])[F:44])=[CH:19][C:12]=2[NH:11][C:10]1=[O:21]. (4) Given the reactants Cl.[S:2]1[C:6]2[CH:7]=[CH:8][CH:9]=[CH:10][C:5]=2[N:4]=[C:3]1[CH2:11][NH2:12].Cl[CH2:14][C:15]([O:17][CH2:18][CH3:19])=[O:16].C(N(CC)CC)C.O, predict the reaction product. The product is: [S:2]1[C:6]2[CH:7]=[CH:8][CH:9]=[CH:10][C:5]=2[N:4]=[C:3]1[CH2:11][NH:12][CH2:14][C:15]([O:17][CH2:18][CH3:19])=[O:16]. (5) Given the reactants [NH2:1][C:2]1[CH:3]=[N:4][N:5]([CH2:7][CH2:8][OH:9])[CH:6]=1.Cl[C:11]1[N:16]=[C:15]2[NH:17][N:18]=[CH:19][C:14]2=[CH:13][N:12]=1, predict the reaction product. The product is: [NH:17]1[C:15]2=[N:16][C:11]([NH:1][C:2]3[CH:3]=[N:4][N:5]([CH2:7][CH2:8][OH:9])[CH:6]=3)=[N:12][CH:13]=[C:14]2[CH:19]=[N:18]1. (6) Given the reactants [CH2:1]([O:3][C:4](=[O:12])[CH:5]=[CH:6][C:7]1[CH:11]=[CH:10][NH:9][CH:8]=1)[CH3:2].[H-].[Na+].[O:15]=[C:16]1[C:25]2[C:20](=[CH:21][CH:22]=[C:23]([S:26](Cl)(=[O:28])=[O:27])[CH:24]=2)[N:19]=[CH:18][NH:17]1.[NH4+].[Cl-], predict the reaction product. The product is: [CH2:1]([O:3][C:4](=[O:12])[CH:5]=[CH:6][C:7]1[CH:11]=[CH:10][N:9]([S:26]([C:23]2[CH:24]=[C:25]3[C:20](=[CH:21][CH:22]=2)[N:19]=[CH:18][NH:17][C:16]3=[O:15])(=[O:27])=[O:28])[CH:8]=1)[CH3:2]. (7) Given the reactants [OH-].[Na+].[F:3][C:4]([F:16])([F:15])[C:5]1[N:6]=[CH:7][S:8][C:9]=1[C:10]([O:12]CC)=[O:11], predict the reaction product. The product is: [F:16][C:4]([F:3])([F:15])[C:5]1[N:6]=[CH:7][S:8][C:9]=1[C:10]([OH:12])=[O:11].